Dataset: Experimentally validated miRNA-target interactions with 360,000+ pairs, plus equal number of negative samples. Task: Binary Classification. Given a miRNA mature sequence and a target amino acid sequence, predict their likelihood of interaction. (1) The miRNA is hsa-miR-4520-5p with sequence CCUGCGUGUUUUCUGUCCAA. The protein sequence of the target gene is MFLLDVFCVPLLGAGTSGKPRSSDMDIVTYDDVHVNFTWEEWALLDPSQKDLYRDVMLETYRNLAAIGYYWKGHNISEGHFQNSRRNGRHERSDTEEKLSEFTQYDKDFAYQSHPQRHERIYSGEKPYEGVQYFEDFAHHSSLQIQRRTHVVEKPYECNQCGKAFAYHSYLQRHERSHTGEKPYECNQCGKAFGRHSHLQRHERIHTGEKSYDCNQCGKTFVHHSHLQIHKRTHIGEKPFECNQCGKAFARNSHLLIHKRIHTGEKPYECKQCGKAFAYQSGLLYHKRRYTVEKLYECNQ.... Result: 0 (no interaction). (2) The miRNA is hsa-miR-103a-3p with sequence AGCAGCAUUGUACAGGGCUAUGA. The protein sequence of the target gene is MAKRNAEKELTDRNWDQEDEAEEVGTFSMASEEVLKNRAIKKAKRRNVGFESDTGGAFKGFKGLVVPSGGGRFSGFGSGAGGKPLEGLSNGNNITSAPPFASAKAAADPKVAFGSLAANGPTTLVDKVSNPKTNGDSQQPSSSGLASSKACVGNAYHKQLAALNCSVRDWIVKHVNTNPLCDLTPIFKDYEKYLANIEQQHGNSGRNSESESNKVAAETQSPSLFGSTKLQQESTFLFHGNKTEDTPDKKMEVASEKKTDPSSLGATSASFNFGKKVDSSVLGSLSSVPLTGFSFSPGNS.... Result: 1 (interaction). (3) The miRNA is hsa-miR-374b-5p with sequence AUAUAAUACAACCUGCUAAGUG. The protein sequence of the target gene is MEKLHQCYWKSGEPQSDDIEASRMKRAAAKHLIERYYHQLTEGCGNEACTNEFCASCPTFLRMDNNAAAIKALELYKINAKLCDPHPSKKGASSAYLENSKGAPNNSCSEIKMNKKGARIDFKDVTYLTEEKVYEILELCREREDYSPLIRVIGRVFSSAEALVQSFRKVKQHTKEELKSLQAKDEDKDEDEKEKAACSAAAMEEDSEASSSRIGDSSQGDNNLQKLGPDDVSVDIDAIRRVYTRLLSNEKIETAFLNALVYLSPNVECDLTYHNVYSRDPNYLNLFIIVMENRNLHSPE.... Result: 1 (interaction). (4) The miRNA is mmu-miR-450b-5p with sequence UUUUGCAGUAUGUUCCUGAAUA. The protein sequence of the target gene is MDIIQKSIFNSGPHSRGIYEPPLGYFTPYNTPPYIAAYSDSGSWLADHHQHHQQQHQQHQQQMQHIRFPTPPITPPRPIAGYGYRQRTQSVIMKARGQQDELCRSPVEFPDDSKSCSSSSECGTASDFVCNWTDCDRVFDTLDALAQHVTQRHAIASLTDGLYYCRWRGCQRSERGFNARYKMLVHTRTHTKEKPHRCHLCEKSFSRAENLKIHIRSHSGEKPYKCSFEGCQKAYSNSSDRFKHTRTHSMEKPYMCKVAGCQKRYTDPSSLRKHVKTFKHSIHLIASQPLTLPSVPCLLE.... Result: 0 (no interaction). (5) The miRNA is hsa-miR-4753-3p with sequence UUCUCUUUCUUUAGCCUUGUGU. The protein sequence of the target gene is MADFAGPSSAGRKAGAPRCSRKAAGTKQTSTLKQEDASKRKAELEAAVRKKIEFERKALHIVEQLLEENITEEFLMECGRFITPAHYSDVVDERSIVKLCGYPLCQKKLGIVPKQKYKISTKTNKVYDITERKSFCSNFCYQASKFFEAQIPKTPVWVREEERHPDFQLLKEEQSGHSGEEVQLCSKAIKTSDIDNPSHFEKQYESSSSSTHSDSSSDNEQDFVSSILPGNRPNSTNIRPQLHQKSIMKKKAGHKANSKHKDKEQTVVDVTEQLGDCKLDSQEKDATCELPLQKVNTQSS.... Result: 1 (interaction). (6) The miRNA is hsa-miR-26b-5p with sequence UUCAAGUAAUUCAGGAUAGGU. The protein sequence of the target gene is MGSVTVRYFCYGCLFTSATWTVLLFVYFNFSEVTQPLKNVPVKGSGPHGPSPKKFYPRFTRGPSRVLEPQFKANKIDDVIDSRVEDPEEGHLKFSSELGMIFNERDQELRDLGYQKHAFNMLISDRLGYHRDVPDTRNAACKEKFYPPDLPAASVVICFYNEAFSALLRTVHSVIDRTPAHLLHEIILVDDDSDFDDLKGELDEYVQKYLPGKIKVIRNTKREGLIRGRMIGAAHATGEVLVFLDSHCEVNVMWLQPLLAAIREDRHTVVCPVIDIISADTLAYSSSPVVRGGFNWGLHF.... Result: 1 (interaction). (7) The miRNA is hsa-miR-3661 with sequence UGACCUGGGACUCGGACAGCUG. The protein sequence of the target gene is MASDTPESLMALCTDFCLRNLDGTLGYLLDKETLRLHPDIFLPSEICDRLVNEYVELVNAACNFEPHESFFSLFSDPRSTRLTRIHLREDLVQDQDLEAIRKQDLVELYLTNCEKLSAKSLQTLRSFSHTLVSLSLFGCTNIFYEEENPGGCEDEYLVNPTCQVLVKDFTFEGFSRLRFLNLGRMIDWVPVESLLRPLNSLAALDLSGIQTSDAAFLTQWKDSLVSLVLYNMDLSDDHIRVIVQLHKLRHLDISRDRLSSYYKFKLTREVLSLFVQKLGNLMSLDISGHMILENCSISKM.... Result: 1 (interaction). (8) The miRNA is mmu-miR-291b-5p with sequence GAUCAAAGUGGAGGCCCUCUCC. The protein sequence of the target gene is MAVASTFIPGLNPQNPHYIPGYTGHCPLLRFSVGQTYGQVTGQLLRGPPGLAWPPVHRTLLPPIRPPRSPEVPRESLPVRRGQERLSSSMIPGYTGFVPRAQFIFAKNCSQVWAEALSDFTHLHEKQGSEELPKEAKGRKDTEKDQVPEPEGQLEEPTLEVVEQASPYSMDDRDPRKFFMSGFTGYVPCARFLFGSSFPVLTNQALQEFGQKHSPGSAQDPKHLPPLPRTYPQNLGLLPNYGGYVPGYKFQFGHTFGHLTHDALGLSTFQKQLLA. Result: 0 (no interaction). (9) The miRNA is hsa-miR-761 with sequence GCAGCAGGGUGAAACUGACACA. The protein sequence of the target gene is MLDFFTIFSKGGLVLWCFQGVSDSCTGPVNALIRSVLLQERGGNNSFTHEALTLKYKLDNQFELVFVVGFQKILTLTYVDKLIDDVHRLFRDKYRTEIQQQSALSLLNGTFDFQNDFLRLLREAEESSKIRAPTTMKKFEDSEKAKKPVRSMIETRGEKTKEKAKNNKKRGAKKEGSDGTLATSKTAPAEKSGLSAGPENGELSKEELIRRKREEFIQKHGKGLDKSSKSTKSDTPKEKGKKAPRVWELGGCANKEVLDYSTPTTNGTPEAALSEDINLIRGTGPGGQLQDLDCSSSDDE.... Result: 0 (no interaction). (10) The miRNA is hsa-miR-939-5p with sequence UGGGGAGCUGAGGCUCUGGGGGUG. The protein sequence of the target gene is MPLVKRNIDPRHLCHTALPRGIKNELECVTNISLANIIRQLSSLSKYAEDIFGELFNEAHSFSFRVNSLQERVDRLSVSVTQLDPKEEELSLQDITMRKAFRSSTIQDQQLFDRKTLPIPLQETYDVCEQPPPLNILTPYRDDGKEGLKFYTNPSYFFDLWKEKMLQDTEDKRKEKRKQKQKNLDRPHEPEKVPRAPHDRRREWQKLAQGPELAEDDANLLHKHIEVANGPASHFETRPQTYVDHMDGSYSLSALPFSQMSELLTRAEERVLVRPHEPPPPPPMHGAGDAKPIPTCISSA.... Result: 0 (no interaction).